This data is from Peptide-MHC class II binding affinity with 134,281 pairs from IEDB. The task is: Regression. Given a peptide amino acid sequence and an MHC pseudo amino acid sequence, predict their binding affinity value. This is MHC class II binding data. (1) The peptide sequence is VVIEELFNRIPETSV. The MHC is DRB1_0701 with pseudo-sequence DRB1_0701. The binding affinity (normalized) is 0.555. (2) The binding affinity (normalized) is 0. The peptide sequence is LAQHESNYNTRATNY. The MHC is H-2-IAd with pseudo-sequence H-2-IAd. (3) The peptide sequence is PLSWSKEIYNYMEPY. The MHC is DRB3_0101 with pseudo-sequence DRB3_0101. The binding affinity (normalized) is 0.395. (4) The MHC is DRB1_1101 with pseudo-sequence DRB1_1101. The peptide sequence is APGAAAAPLSWSKDI. The binding affinity (normalized) is 0.257. (5) The peptide sequence is YDKFLANVSTLLTGK. The MHC is DRB3_0202 with pseudo-sequence DRB3_0202. The binding affinity (normalized) is 0.927. (6) The peptide sequence is PASWKNNRIWLQFAK. The MHC is DRB1_0901 with pseudo-sequence DRB1_0901. The binding affinity (normalized) is 0.246. (7) The peptide sequence is IGEGKVTLRIRNVRF. The MHC is HLA-DPA10201-DPB10101 with pseudo-sequence HLA-DPA10201-DPB10101. The binding affinity (normalized) is 0.338. (8) The peptide sequence is LARALVRAVAESHGV. The MHC is DRB1_0401 with pseudo-sequence DRB1_0401. The binding affinity (normalized) is 0.608. (9) The peptide sequence is MASSSSVLLVVALFA. The MHC is HLA-DPA10201-DPB10501 with pseudo-sequence HLA-DPA10201-DPB10501. The binding affinity (normalized) is 0.197.